Dataset: Reaction yield outcomes from USPTO patents with 853,638 reactions. Task: Predict the reaction yield, written as a fraction of the theoretical maximum amount of product (1.0 means a 100% yield; for example, 0.34 means a 34% yield). The reactants are [CH3:1][CH:2]([CH3:8])[CH2:3][S:4](Cl)(=[O:6])=[O:5].[C:9]([O:13][C:14]([NH:16][CH2:17][C@H:18]([N:23]1[CH2:28][CH2:27][NH:26][CH2:25][CH2:24]1)[C:19]([O:21][CH3:22])=[O:20])=[O:15])([CH3:12])([CH3:11])[CH3:10].C(N(CC)CC)C.O. The catalyst is ClCCl. The product is [C:9]([O:13][C:14]([NH:16][CH2:17][C@H:18]([N:23]1[CH2:24][CH2:25][N:26]([S:4]([CH2:3][CH:2]([CH3:8])[CH3:1])(=[O:6])=[O:5])[CH2:27][CH2:28]1)[C:19]([O:21][CH3:22])=[O:20])=[O:15])([CH3:12])([CH3:10])[CH3:11]. The yield is 0.710.